Dataset: Peptide-MHC class II binding affinity with 134,281 pairs from IEDB. Task: Regression. Given a peptide amino acid sequence and an MHC pseudo amino acid sequence, predict their binding affinity value. This is MHC class II binding data. The peptide sequence is IEENGSMRVFVDVIR. The MHC is DRB1_1101 with pseudo-sequence DRB1_1101. The binding affinity (normalized) is 0.381.